The task is: Predict the product of the given reaction.. This data is from Forward reaction prediction with 1.9M reactions from USPTO patents (1976-2016). (1) Given the reactants C(N(CC)CC)C.C1(C)C=CC(S(O)(=O)=O)=CC=1.[CH2:19]([O:26][C:27](=[O:42])[C@H:28]([CH2:30][CH2:31][C:32]([O:34][CH2:35][C:36]1[CH:41]=[CH:40][CH:39]=[CH:38][CH:37]=1)=[O:33])[NH2:29])[C:20]1[CH:25]=[CH:24][CH:23]=[CH:22][CH:21]=1.[C:43]([O:47][C:48](O[C:48]([O:47][C:43]([CH3:46])([CH3:45])[CH3:44])=[O:49])=[O:49])([CH3:46])([CH3:45])[CH3:44], predict the reaction product. The product is: [CH2:19]([O:26][C:27](=[O:42])[C@H:28]([CH2:30][CH2:31][C:32]([O:34][CH2:35][C:36]1[CH:41]=[CH:40][CH:39]=[CH:38][CH:37]=1)=[O:33])[NH:29][C:48]([O:47][C:43]([CH3:46])([CH3:45])[CH3:44])=[O:49])[C:20]1[CH:21]=[CH:22][CH:23]=[CH:24][CH:25]=1. (2) Given the reactants Cl.[C:2](=[NH:8])([O:5][CH2:6]C)[CH2:3][CH3:4].C(N(CC)CC)C.[C:16](Cl)(=[O:23])[C:17]1[CH:22]=[CH:21][CH:20]=[CH:19][CH:18]=1, predict the reaction product. The product is: [CH3:6][O:5][C:2](=[N:8][C:16](=[O:23])[C:17]1[CH:22]=[CH:21][CH:20]=[CH:19][CH:18]=1)[CH2:3][CH3:4]. (3) Given the reactants [Cl:1][C:2]1[CH:3]=[C:4]2[C:8](=[C:9]([F:11])[CH:10]=1)[N:7](S(C1C=CC=CC=1)(=O)=O)[CH:6]=[C:5]2[C@@H:21]([C:42]1[CH:47]=[CH:46][C:45]([O:48][C:49]([F:52])([F:51])[F:50])=[CH:44][CH:43]=1)[C@@H:22]([C:26]1[CH:41]=[CH:40][C:29]([C:30]([NH:32][CH2:33][CH2:34][C:35]([O:37]CC)=[O:36])=[O:31])=[CH:28][CH:27]=1)[CH2:23][CH2:24][CH3:25].[Li+].[OH-].Cl, predict the reaction product. The product is: [Cl:1][C:2]1[CH:3]=[C:4]2[C:8](=[C:9]([F:11])[CH:10]=1)[NH:7][CH:6]=[C:5]2[C@@H:21]([C:42]1[CH:47]=[CH:46][C:45]([O:48][C:49]([F:50])([F:52])[F:51])=[CH:44][CH:43]=1)[C@@H:22]([C:26]1[CH:41]=[CH:40][C:29]([C:30]([NH:32][CH2:33][CH2:34][C:35]([OH:37])=[O:36])=[O:31])=[CH:28][CH:27]=1)[CH2:23][CH2:24][CH3:25]. (4) Given the reactants C(N(CC)C(C)C)(C)C.C([Li])CCC.[C:15]([O:18][C:19]([CH3:22])([CH3:21])[CH3:20])(=[O:17])[CH3:16].[CH3:23][C:24]1[C:32]([C:33](OCC)=[O:34])=[C:27]2[CH:28]=[CH:29][CH:30]=[CH:31][N:26]2[N:25]=1.[Cl-].[NH4+], predict the reaction product. The product is: [CH3:23][C:24]1[C:32]([C:33](=[O:34])[CH2:16][C:15]([O:18][C:19]([CH3:22])([CH3:21])[CH3:20])=[O:17])=[C:27]2[CH:28]=[CH:29][CH:30]=[CH:31][N:26]2[N:25]=1.